This data is from Forward reaction prediction with 1.9M reactions from USPTO patents (1976-2016). The task is: Predict the product of the given reaction. (1) Given the reactants [CH:1]([C:4]1[CH:9]=[CH:8][CH:7]=[CH:6][C:5]=1[NH:10][C:11]([NH:13]/[N:14]=[CH:15]/[C:16]1[CH:21]=[CH:20][C:19]([C:22]2[N:26]=[CH:25][N:24]([C:27]3[CH:32]=[CH:31][C:30]([O:33][C:34]([F:37])([F:36])[F:35])=[CH:29][CH:28]=3)[N:23]=2)=[CH:18][CH:17]=1)=[S:12])([CH3:3])[CH3:2].Cl[CH2:39][C:40](=[O:42])[CH3:41].C(N(CC)CC)C.O, predict the reaction product. The product is: [CH:1]([C:4]1[CH:9]=[CH:8][CH:7]=[CH:6][C:5]=1[N:10]1[C:40]([CH3:41])([OH:42])[CH2:39][S:12]/[C:11]/1=[N:13]/[N:14]=[CH:15]\[C:16]1[CH:17]=[CH:18][C:19]([C:22]2[N:26]=[CH:25][N:24]([C:27]3[CH:28]=[CH:29][C:30]([O:33][C:34]([F:37])([F:35])[F:36])=[CH:31][CH:32]=3)[N:23]=2)=[CH:20][CH:21]=1)([CH3:3])[CH3:2]. (2) Given the reactants C([O:3][C:4]([C:6]1[C:7]([C:12]2[CH:17]=[CH:16][N:15]=[CH:14][N:13]=2)=[N:8][O:9][C:10]=1[CH3:11])=[O:5])C.COC(=O)C1C=CN=C(OCC2C(C3C=CC=CC=3)=NOC=2C)C=1, predict the reaction product. The product is: [CH3:11][C:10]1[O:9][N:8]=[C:7]([C:12]2[CH:17]=[CH:16][N:15]=[CH:14][N:13]=2)[C:6]=1[C:4]([OH:5])=[O:3]. (3) The product is: [CH3:1][CH2:2][C@H:3]1[O:18][C:16](=[O:17])[C@H:15]([CH3:19])[C@@H:14]([O:20][C@@H:21]2[O:26][C@@H:25]([CH3:27])[C@H:24]([OH:28])[C@@:23]([O:30][CH3:31])([CH3:29])[CH2:22]2)[C@H:13]([CH3:32])[C@@H:12]([O:33][C@@H:34]2[O:39][C@H:38]([CH3:40])[CH2:37][C@H:36]([N:41]([CH3:42])[CH3:43])[C@H:35]2[OH:44])[C@@:11]([OH:46])([CH3:45])[CH2:10][C@@H:9]([CH3:47])[C:7](=[O:8])[C@H:6]([CH3:48])[C@@H:5]([OH:49])[C@@:4]1([OH:51])[CH3:50]. Given the reactants [CH3:1][CH2:2][C@H:3]1[O:18][C:16](=[O:17])[C@H:15]([CH3:19])[C@@H:14]([O:20][C@@H:21]2[O:26][C@@H:25]([CH3:27])[C@H:24]([OH:28])[C@@:23]([O:30][CH3:31])([CH3:29])[CH2:22]2)[C@H:13]([CH3:32])[C@@H:12]([O:33][C@@H:34]2[O:39][C@H:38]([CH3:40])[CH2:37][C@H:36]([N:41]([CH3:43])[CH3:42])[C@H:35]2[OH:44])[C@@:11]([OH:46])([CH3:45])[CH2:10][C@@H:9]([CH3:47])[C:7](=[O:8])[C@H:6]([CH3:48])[C@@H:5]([OH:49])[C@@:4]1([OH:51])[CH3:50].C(S)#N.CC(C)=O, predict the reaction product.